This data is from Reaction yield outcomes from USPTO patents with 853,638 reactions. The task is: Predict the reaction yield, written as a fraction of the theoretical maximum amount of product (1.0 means a 100% yield; for example, 0.34 means a 34% yield). (1) The reactants are [C:1]([C:5]1[CH:10]=[CH:9][C:8]([N:11]2[C:15]([C:16]3[CH:21]=[CH:20][C:19]([C:22]4[N:23]=[C:24]([C@@H:27]5[CH2:31][CH2:30][CH2:29][NH:28]5)[NH:25][CH:26]=4)=[CH:18][CH:17]=3)=[N:14][N:13]=[C:12]2[C:32]2[CH:37]=[CH:36][C:35]([C:38]3[N:39]=[C:40]([C@@H:43]4[CH2:47][CH2:46][CH2:45][NH:44]4)[NH:41][CH:42]=3)=[CH:34][CH:33]=2)=[CH:7][CH:6]=1)([CH3:4])([CH3:3])[CH3:2].[CH3:48][O:49][C:50]([NH:52][C@@H:53]([CH:57]([CH3:59])[CH3:58])[C:54](O)=[O:55])=[O:51].[CH:60]1[CH:65]=C2N=NN(O)C2=C[CH:61]=1.[OH2:70].CCN=C=NCCCN(C)C.C[N:83]1[CH2:88][CH2:87][O:86]C[CH2:84]1.CN([CH:92]=[O:93])C. The catalyst is CCOC(C)=O. The product is [C:1]([C:5]1[CH:10]=[CH:9][C:8]([N:11]2[C:12]([C:32]3[CH:37]=[CH:36][C:35]([C:38]4[N:39]=[C:40]([C@@H:43]5[CH2:47][CH2:46][CH2:45][N:44]5[C:87](=[O:86])[C@@H:88]([NH:83][C:84]([O:93][CH3:92])=[O:70])[CH:60]([CH3:65])[CH3:61])[NH:41][CH:42]=4)=[CH:34][CH:33]=3)=[N:13][N:14]=[C:15]2[C:16]2[CH:17]=[CH:18][C:19]([C:22]3[N:23]=[C:24]([C@@H:27]4[CH2:31][CH2:30][CH2:29][N:28]4[C:54](=[O:55])[C@@H:53]([NH:52][C:50](=[O:51])[O:49][CH3:48])[CH:57]([CH3:59])[CH3:58])[NH:25][CH:26]=3)=[CH:20][CH:21]=2)=[CH:7][CH:6]=1)([CH3:4])([CH3:2])[CH3:3]. The yield is 0.650. (2) The reactants are [NH2:1][C:2]1[CH:7]=[C:6]([C:8](=[O:18])[NH:9][C@H:10]([C:12]2[CH:17]=[CH:16][CH:15]=[CH:14][CH:13]=2)[CH3:11])[CH:5]=[CH:4][C:3]=1[S:19][C:20]1[CH:25]=[CH:24][C:23]([NH:26][C:27](=[O:33])[O:28][C:29]([CH3:32])([CH3:31])[CH3:30])=[CH:22][CH:21]=1.Cl[C:35]1[C:44]2[C:39](=[CH:40][C:41]([CH:45]([CH3:47])[CH3:46])=[CH:42][CH:43]=2)[N:38]=[CH:37][N:36]=1. The catalyst is C(O)C. The product is [CH:45]([C:41]1[CH:40]=[C:39]2[C:44]([C:35]([NH:1][C:2]3[CH:7]=[C:6]([C:8](=[O:18])[NH:9][C@H:10]([C:12]4[CH:13]=[CH:14][CH:15]=[CH:16][CH:17]=4)[CH3:11])[CH:5]=[CH:4][C:3]=3[S:19][C:20]3[CH:21]=[CH:22][C:23]([NH:26][C:27](=[O:33])[O:28][C:29]([CH3:32])([CH3:31])[CH3:30])=[CH:24][CH:25]=3)=[N:36][CH:37]=[N:38]2)=[CH:43][CH:42]=1)([CH3:47])[CH3:46]. The yield is 0.680. (3) The reactants are [C:1]([O:5][C:6](=[O:17])[NH:7][CH2:8][C:9]1[CH:14]=[CH:13][C:12]([F:15])=[C:11]([NH2:16])[CH:10]=1)([CH3:4])([CH3:3])[CH3:2].[F:18][C:19]([F:30])([F:29])[C:20](O[C:20](=[O:21])[C:19]([F:30])([F:29])[F:18])=[O:21]. The catalyst is O1CCCC1.C(OCC)(=O)C. The product is [C:1]([O:5][C:6](=[O:17])[NH:7][CH2:8][C:9]1[CH:14]=[CH:13][C:12]([F:15])=[C:11]([NH:16][C:20](=[O:21])[C:19]([F:30])([F:29])[F:18])[CH:10]=1)([CH3:4])([CH3:2])[CH3:3]. The yield is 0.980. (4) The reactants are [C:1]([O:5][C:6]([N:8]1[CH2:15][CH:14]2[CH:10]([CH2:11][N:12]([C:16]3[CH:21]=[CH:20][C:19](Br)=[CH:18][N:17]=3)[CH2:13]2)[CH2:9]1)=[O:7])([CH3:4])([CH3:3])[CH3:2].[C:23]1(B(O)O)[CH:28]=[CH:27][CH:26]=[CH:25][CH:24]=1.[Cl-].C(C1C=CC=C(CCC)C=1[N+]1C=CN(C2C(CCC)=CC=CC=2CCC)C=1)CC.C([O-])([O-])=O.[Cs+].[Cs+]. The catalyst is O1CCOCC1.C1C=CC(/C=C/C(/C=C/C2C=CC=CC=2)=O)=CC=1.C1C=CC(/C=C/C(/C=C/C2C=CC=CC=2)=O)=CC=1.C1C=CC(/C=C/C(/C=C/C2C=CC=CC=2)=O)=CC=1.[Pd].[Pd]. The product is [C:1]([O:5][C:6]([N:8]1[CH2:15][CH:14]2[CH:10]([CH2:11][N:12]([C:16]3[CH:21]=[CH:20][C:19]([C:23]4[CH:28]=[CH:27][CH:26]=[CH:25][CH:24]=4)=[CH:18][N:17]=3)[CH2:13]2)[CH2:9]1)=[O:7])([CH3:4])([CH3:3])[CH3:2]. The yield is 0.800. (5) The reactants are [CH3:1][O:2][C:3]1[CH:11]=[C:10]2[C:6]([C:7]([C:12]#[N:13])=[CH:8][NH:9]2)=[CH:5][CH:4]=1.C(=O)([O-])[O-].[Cs+].[Cs+].[CH:20]1(Br)[CH2:23][CH2:22][CH2:21]1. The catalyst is CN(C=O)C. The product is [CH:20]1([N:9]2[C:10]3[C:6](=[CH:5][CH:4]=[C:3]([O:2][CH3:1])[CH:11]=3)[C:7]([C:12]#[N:13])=[CH:8]2)[CH2:23][CH2:22][CH2:21]1. The yield is 0.960. (6) The product is [CH3:1][C:2]1[N:3]([CH2:22][C:23]2[CH:24]=[N:25][CH:26]=[N:27][CH:28]=2)[C:4]2[C:9]([C:10]=1[C:11]([O:13][CH3:14])=[O:12])=[CH:8][CH:7]=[CH:6][CH:5]=2. The yield is 0.140. The reactants are [CH3:1][C:2]1[NH:3][C:4]2[C:9]([C:10]=1[C:11]([O:13][CH3:14])=[O:12])=[CH:8][CH:7]=[CH:6][CH:5]=2.C(=O)([O-])[O-].[Cs+].[Cs+].Br[CH2:22][C:23]1[CH:24]=[N:25][CH:26]=[N:27][CH:28]=1. The catalyst is CN(C)C=O. (7) The reactants are [C:1]([N:6]1[CH2:10][CH2:9][O:8][C:7]1=[O:11])(=[O:5])/[CH:2]=[CH:3]/[CH3:4].[NH2:12][C:13]1[CH:18]=[CH:17][CH:16]=[CH:15][CH:14]=1.CS(O)(=O)=O. The catalyst is C(OCC)(=O)C. The product is [C:13]1([NH:12][CH:3]([CH3:4])[CH2:2][C:1]([N:6]2[CH2:10][CH2:9][O:8][C:7]2=[O:11])=[O:5])[CH:18]=[CH:17][CH:16]=[CH:15][CH:14]=1. The yield is 0.150. (8) The reactants are [OH:1][NH:2][C:3]([C:5]1[C:10]([C:11]2[CH:16]=[CH:15][CH:14]=[CH:13][CH:12]=2)=[CH:9][CH:8]=[CH:7][N:6]=1)=[NH:4].[CH3:17][O:18][C:19]1[CH:20]=[C:21]([OH:30])[C:22](=[C:26]([O:28][CH3:29])[CH:27]=1)[C:23](O)=O. No catalyst specified. The product is [CH3:29][O:28][C:26]1[C:22]([C:23]2[O:1][N:2]=[C:3]([C:5]3[C:10]([C:11]4[CH:16]=[CH:15][CH:14]=[CH:13][CH:12]=4)=[CH:9][CH:8]=[CH:7][N:6]=3)[N:4]=2)=[C:21]([OH:30])[CH:20]=[C:19]([O:18][CH3:17])[CH:27]=1. The yield is 0.0800.